Task: Predict the reaction yield, written as a fraction of the theoretical maximum amount of product (1.0 means a 100% yield; for example, 0.34 means a 34% yield).. Dataset: Reaction yield outcomes from USPTO patents with 853,638 reactions (1) The reactants are Cl[C:2]1[C:11]([O:12][CH3:13])=[N:10][C:9]2[C:4](=[CH:5][CH:6]=[C:7]([Cl:14])[CH:8]=2)[N:3]=1.[CH3:15][N:16]1[CH2:21][CH2:20][NH:19][CH2:18][CH2:17]1.C1COCC1. The catalyst is CCOC(C)=O. The product is [Cl:14][C:7]1[CH:8]=[C:9]2[C:4]([N:3]=[C:2]([N:19]3[CH2:20][CH2:21][N:16]([CH3:15])[CH2:17][CH2:18]3)[C:11]([O:12][CH3:13])=[N:10]2)=[CH:5][CH:6]=1. The yield is 0.660. (2) The reactants are O.C1(C)C=CC(S(O)(=O)=O)=CC=1.N1C=CC=CC=1.[CH3:19][C:20]([C:22]1[CH:30]=[CH:29][C:27](O)=[C:24]([O:25][CH3:26])[CH:23]=1)=[O:21].[O:31]1[CH:36]=[CH:35][CH2:34][CH2:33][CH2:32]1. The catalyst is C(Cl)Cl. The product is [CH3:26][O:25][C:24]1[CH:23]=[C:22]([C:20](=[O:21])[CH3:19])[CH:30]=[CH:29][C:27]=1[CH:32]1[CH2:33][CH2:34][CH2:35][CH2:36][O:31]1. The yield is 0.460. (3) The reactants are [CH:1]1([CH:4]=[N:5][S@@:6]([C:8]([CH3:11])([CH3:10])[CH3:9])=[O:7])[CH2:3][CH2:2]1.C1([O-])C=CC=CC=1.[CH2:19]([N+:23](CCCC)(CCCC)CCCC)[CH2:20]CC.C[Si](CC#N)(C)C.[Cl-].[NH4+]. The catalyst is O1CCCC1.O.C(OCC)(=O)C. The product is [C:19]([CH2:20][C@@H:4]([NH:5][S@@:6]([C:8]([CH3:11])([CH3:10])[CH3:9])=[O:7])[CH:1]1[CH2:2][CH2:3]1)#[N:23]. The yield is 0.380. (4) The reactants are [C:1]([C:5]1[CH:33]=[C:8]2[N:9]=[C:10]([CH3:32])[C:11]([CH:20]([CH2:25][C:26]3[CH:31]=[CH:30][CH:29]=[CH:28][CH:27]=3)[C:21]([O:23]C)=[O:22])=[C:12]([C:13]3[CH:18]=[CH:17][C:16]([CH3:19])=[CH:15][CH:14]=3)[N:7]2[N:6]=1)([CH3:4])([CH3:3])[CH3:2].[OH-].[Na+]. The catalyst is CO. The product is [C:1]([C:5]1[CH:33]=[C:8]2[N:9]=[C:10]([CH3:32])[C:11]([CH:20]([CH2:25][C:26]3[CH:31]=[CH:30][CH:29]=[CH:28][CH:27]=3)[C:21]([OH:23])=[O:22])=[C:12]([C:13]3[CH:18]=[CH:17][C:16]([CH3:19])=[CH:15][CH:14]=3)[N:7]2[N:6]=1)([CH3:4])([CH3:3])[CH3:2]. The yield is 0.600. (5) The reactants are S(O[CH2:8][CH3:9])(OCC)(=O)=[O:2].[CH2:10]([N:12]([CH2:15][CH3:16])[CH2:13][CH3:14])[CH3:11].C(O)C.[OH-].[Na+]. No catalyst specified. The product is [OH-:2].[CH2:10]([N+:12]([CH2:8][CH3:9])([CH2:15][CH3:16])[CH2:13][CH3:14])[CH3:11]. The yield is 0.957. (6) The reactants are [Cl:1][C:2]1[CH:7]=[CH:6][C:5]([OH:8])=[CH:4][CH:3]=1.F[C:10]1[CH:17]=[CH:16][CH:15]=[CH:14][C:11]=1[C:12]#[N:13].C(=O)([O-])[O-].[K+].[K+]. The catalyst is CN(C=O)C. The product is [Cl:1][C:2]1[CH:7]=[CH:6][C:5]([O:8][C:10]2[CH:17]=[CH:16][CH:15]=[CH:14][C:11]=2[C:12]#[N:13])=[CH:4][CH:3]=1. The yield is 0.900.